Predict the reaction yield, written as a fraction of the theoretical maximum amount of product (1.0 means a 100% yield; for example, 0.34 means a 34% yield). From a dataset of Reaction yield outcomes from USPTO patents with 853,638 reactions. (1) The reactants are [H-].[Na+].[CH2:3]([O:5][C:6](=[O:15])[CH2:7][C:8]1[CH:13]=[CH:12][CH:11]=[C:10]([F:14])[CH:9]=1)[CH3:4].[C:16](OCC)(=[O:18])[CH3:17].[Cl-].[NH4+]. The catalyst is O1CCCC1. The product is [F:14][C:10]1[CH:9]=[C:8]([CH:7]([C:16]([CH3:17])=[O:18])[C:6]([O:5][CH2:3][CH3:4])=[O:15])[CH:13]=[CH:12][CH:11]=1. The yield is 0.480. (2) The reactants are [N+:1]([C:4]1[CH:9]=[CH:8][C:7]([OH:10])=[CH:6][CH:5]=1)([O-:3])=[O:2].[F:11][C:12]1[CH:19]=[C:18]([F:20])[C:17]([F:21])=[CH:16][C:13]=1[CH2:14]Br. No catalyst specified. The product is [F:21][C:17]1[CH:16]=[C:13]([CH2:14][O:10][C:7]2[CH:8]=[CH:9][C:4]([N+:1]([O-:3])=[O:2])=[CH:5][CH:6]=2)[C:12]([F:11])=[CH:19][C:18]=1[F:20]. The yield is 0.920. (3) The reactants are [N:1]([CH2:4][CH2:5][OH:6])=[N+:2]=[N-:3].[H-].[Na+].[CH2:9]([O:11][C:12](=[O:18])[CH2:13][C:14]([CH2:16]Cl)=[O:15])[CH3:10].Cl. The catalyst is C1COCC1.CCOC(C)=O.O. The product is [CH2:9]([O:11][C:12](=[O:18])[CH2:13][C:14](=[O:15])[CH2:16][O:6][CH2:5][CH2:4][N:1]=[N+:2]=[N-:3])[CH3:10]. The yield is 0.743. (4) The reactants are [NH2:1][CH2:2][CH2:3][C:4]#[N:5].C(N(CC)CC)C.FC(F)(F)S(O[Si:19]([CH3:22])([CH3:21])[CH3:20])(=O)=O. The catalyst is C1(C)C=CC=CC=1. The product is [CH3:20][Si:19]([N:5]([Si:19]([CH3:22])([CH3:21])[CH3:20])[CH2:4][CH2:3][C:2]#[N:1])([CH3:22])[CH3:21]. The yield is 0.900.